This data is from Full USPTO retrosynthesis dataset with 1.9M reactions from patents (1976-2016). The task is: Predict the reactants needed to synthesize the given product. (1) Given the product [CH3:2][C:3]1([CH3:39])[O:5][C@@H:53]([CH2:52][CH2:51][NH:50][C:35]([CH:16]2[CH:15]([C:11]3[CH:12]=[CH:13][CH:14]=[C:9]([Cl:8])[C:10]=3[F:38])[C:19]([C:22]3[C:27]([F:28])=[CH:26][C:25]([Cl:29])=[CH:24][N:23]=3)([C:20]#[N:21])[CH:18]([CH2:30][C:31]([CH3:34])([CH3:32])[CH3:33])[NH:17]2)=[O:37])[CH2:54][O:4]1, predict the reactants needed to synthesize it. The reactants are: F[C:2](F)(F)[C:3]([OH:5])=[O:4].[Cl:8][C:9]1[C:10]([F:38])=[C:11]([CH:15]2[C:19]([C:22]3[C:27]([F:28])=[CH:26][C:25]([Cl:29])=[CH:24][N:23]=3)([C:20]#[N:21])[CH:18]([CH2:30][C:31]([CH3:34])([CH3:33])[CH3:32])[NH:17][CH:16]2[C:35]([OH:37])=O)[CH:12]=[CH:13][CH:14]=1.[CH2:39](N)C.CN(C(O[N:50]1N=N[C:52]2[CH:53]=[CH:54]C=N[C:51]1=2)=[N+](C)C)C.F[P-](F)(F)(F)(F)F.CCN(C(C)C)C(C)C. (2) Given the product [CH2:1]1[CH2:11][CH2:10][N:9]2[C:4](=[N:5][CH2:6][CH2:7][CH2:8]2)[CH2:3][CH2:2]1.[CH:12]1[CH:17]=[C:16]([C:18]([OH:20])=[O:19])[C:15]([C:21]([OH:23])=[O:22])=[CH:14][CH:13]=1, predict the reactants needed to synthesize it. The reactants are: [CH2:1]1[CH2:11][CH2:10][N:9]2[C:4](=[N:5][CH2:6][CH2:7][CH2:8]2)[CH2:3][CH2:2]1.[CH:12]1[CH:17]=[C:16]([C:18]([OH:20])=[O:19])[C:15]([C:21]([OH:23])=[O:22])=[CH:14][CH:13]=1.C1(O)C=CC=CC=1. (3) Given the product [CH:7]1([N:12]([CH:13]([CH3:15])[CH3:14])[CH2:16][CH2:17][NH2:18])[CH2:11][CH2:10][CH2:9][CH2:8]1, predict the reactants needed to synthesize it. The reactants are: [H-].[Al+3].[Li+].[H-].[H-].[H-].[CH:7]1([N:12]([CH2:16][C:17]#[N:18])[CH:13]([CH3:15])[CH3:14])[CH2:11][CH2:10][CH2:9][CH2:8]1.[OH-].[Na+].O. (4) Given the product [CH3:1][N:2]1[C:6]([C:7]2[CH:12]=[C:11]([C:13]([F:14])([F:15])[F:16])[CH:10]=[CH:9][C:8]=2[C:27]2[CH:36]=[CH:35][CH:34]=[C:33]3[C:28]=2[CH2:29][CH2:30][N:31]([S:37]([NH:40][C:41]2[S:42][CH:43]=[CH:44][N:45]=2)(=[O:39])=[O:38])[CH2:32]3)=[CH:5][CH:4]=[N:3]1, predict the reactants needed to synthesize it. The reactants are: [CH3:1][N:2]1[C:6]([C:7]2[CH:12]=[C:11]([C:13]([F:16])([F:15])[F:14])[CH:10]=[CH:9][C:8]=2B2OC(C)(C)C(C)(C)O2)=[CH:5][CH:4]=[N:3]1.Br[C:27]1[CH:36]=[CH:35][CH:34]=[C:33]2[C:28]=1[CH2:29][CH2:30][N:31]([S:37]([NH:40][C:41]1[S:42][CH:43]=[CH:44][N:45]=1)(=[O:39])=[O:38])[CH2:32]2.P([O-])([O-])([O-])=O.[K+].[K+].[K+].